Dataset: Full USPTO retrosynthesis dataset with 1.9M reactions from patents (1976-2016). Task: Predict the reactants needed to synthesize the given product. (1) The reactants are: [CH2:1]([O:4][C@H:5]([C@@H:25]([O:38][CH2:39][CH:40]=[CH2:41])[C@H:26]([O:34][CH2:35][CH:36]=[CH2:37])[C:27](=O)[CH2:28][O:29][CH2:30][CH:31]=[CH2:32])[C:6]([C:8]1[CH:13]=[CH:12][C:11]([Cl:14])=[C:10]([CH2:15][C:16]2[CH:21]=[CH:20][C:19]([O:22][CH2:23][CH3:24])=[CH:18][CH:17]=2)[CH:9]=1)=O)[CH:2]=[CH2:3].C([O-])=O.[NH4+].[BH3-]C#[N:48].[Na+]. Given the product [CH2:35]([O:34][C@H:26]1[C@H:25]([O:38][CH2:39][CH:40]=[CH2:41])[C@@H:5]([O:4][CH2:1][CH:2]=[CH2:3])[C@H:6]([C:8]2[CH:13]=[CH:12][C:11]([Cl:14])=[C:10]([CH2:15][C:16]3[CH:21]=[CH:20][C:19]([O:22][CH2:23][CH3:24])=[CH:18][CH:17]=3)[CH:9]=2)[NH:48][C@@H:27]1[CH2:28][O:29][CH2:30][CH:31]=[CH2:32])[CH:36]=[CH2:37], predict the reactants needed to synthesize it. (2) Given the product [N:26]1[CH:27]=[CH:28][CH:29]=[N:30][C:25]=1[CH:20]1[CH2:19][CH2:18][NH:17][CH2:22][CH2:21]1, predict the reactants needed to synthesize it. The reactants are: BrCCBr.Cl[Si](C)(C)C.C(OC([N:17]1[CH2:22][CH2:21][CH:20](I)[CH2:19][CH2:18]1)=O)(C)(C)C.Br[C:25]1[N:30]=[CH:29][CH:28]=[CH:27][N:26]=1.